Dataset: Cav3 T-type calcium channel HTS with 100,875 compounds. Task: Binary Classification. Given a drug SMILES string, predict its activity (active/inactive) in a high-throughput screening assay against a specified biological target. (1) The molecule is S(=O)(=O)(NCC1OCCC1)c1c(ccc(c1)C(O)=O)C. The result is 0 (inactive). (2) The compound is Brc1ccc(CN(CCC)CCO)cc1. The result is 0 (inactive). (3) The drug is Oc1c(C(CC(=O)NCc2occc2)c2ccccc2)ccc(c1)C. The result is 0 (inactive). (4) The compound is Clc1cc(c2oc3c(n2)cc(NC(=O)c2[nH]ncn2)cc3)ccc1Cl. The result is 0 (inactive). (5) The molecule is O(c1ccc(C(/NO)=C(\N=O)c2ccc(OC)cc2)cc1)C. The result is 0 (inactive). (6) The drug is S(c1n(CC)c(nn1)c1ccncc1)Cc1[nH]c2c(n1)cccc2. The result is 0 (inactive).